Dataset: Serine/threonine kinase 33 screen with 319,792 compounds. Task: Binary Classification. Given a drug SMILES string, predict its activity (active/inactive) in a high-throughput screening assay against a specified biological target. (1) The compound is FC(F)(F)c1n(c2c(n1)cccc2)CC(Oc1ccc(C(C)(C)C)cc1)=O. The result is 0 (inactive). (2) The compound is O(C1(C(=O)c2c(cc(n(c2)CCc2ncccc2)c2ccc(cc2)C#N)=CC1=O)C)C(=O)CCc1ccccc1. The result is 0 (inactive). (3) The drug is O1C(c2c(CC1)cccc2)CNC(=O)c1cc(OC)c(OCCC)cc1. The result is 0 (inactive). (4) The compound is O=C(N1CCC(N2CCCCCC2)CC1)COc1cc(ccc1)C. The result is 0 (inactive). (5) The molecule is S(=O)(=O)(N1CCOCC1)c1cc(C(=O)N(CCC(C)C)c2c(n(CCCC)c(=O)[nH]c2=O)N)ccc1C. The result is 0 (inactive). (6) The drug is S(=O)(=O)(NCCC(=O)NCCCSc1ccccc1)c1ccc(cc1)C. The result is 0 (inactive). (7) The molecule is S(c1n(CC2OCCC2)c(nn1)c1ccncc1)CC(=O)Nc1cc(O)ccc1. The result is 0 (inactive). (8) The molecule is O=C(N\N=C\c1ccccc1)c1c2c(ccc1)cccc2. The result is 0 (inactive). (9) The molecule is O1CCN(CCCN(Cc2cccnc2)C(=O)Nc2c(OC)cc(OC)cc2)CC1. The result is 0 (inactive). (10) The molecule is O=C(Nc1c(cc([N+]([O-])=O)cc1)C(=O)Nc1c(OC)cc(OC)cc1)CNC1C(CCCC1)C. The result is 0 (inactive).